From a dataset of Reaction yield outcomes from USPTO patents with 853,638 reactions. Predict the reaction yield, written as a fraction of the theoretical maximum amount of product (1.0 means a 100% yield; for example, 0.34 means a 34% yield). (1) The reactants are [NH2:1][C:2]1[CH:3]=[C:4]2[C:8](=[CH:9][CH:10]=1)[NH:7][C:6]([C:11]([O:13][C:14]([CH3:17])([CH3:16])[CH3:15])=[O:12])=[CH:5]2.[C:18]([C:21]1[CH:29]=[CH:28][C:24]([C:25](O)=[O:26])=[CH:23][CH:22]=1)(=[O:20])[CH3:19].CN(C(ON1N=NC2C=CC=CC1=2)=[N+](C)C)C.[B-](F)(F)(F)F.C(N(C(C)C)CC)(C)C. The catalyst is CN(C=O)C. The product is [C:18]([C:21]1[CH:29]=[CH:28][C:24]([C:25]([NH:1][C:2]2[CH:3]=[C:4]3[C:8](=[CH:9][CH:10]=2)[NH:7][C:6]([C:11]([O:13][C:14]([CH3:17])([CH3:16])[CH3:15])=[O:12])=[CH:5]3)=[O:26])=[CH:23][CH:22]=1)(=[O:20])[CH3:19]. The yield is 0.980. (2) The reactants are C(Cl)(=O)C(Cl)=O.CS(C)=O.[F:11][C:12]1[C:13]([NH:29][C:30]2[CH:35]=[CH:34][C:33]([I:36])=[CH:32][C:31]=2[F:37])=[C:14]([C:19]([N:21]2[CH2:24][C:23]([CH2:26][CH2:27][OH:28])([OH:25])[CH2:22]2)=[O:20])[CH:15]=[CH:16][C:17]=1[F:18].C(N(CC)CC)C. The catalyst is ClCCl. The product is [F:11][C:12]1[C:13]([NH:29][C:30]2[CH:35]=[CH:34][C:33]([I:36])=[CH:32][C:31]=2[F:37])=[C:14]([C:19]([N:21]2[CH2:24][C:23]([CH2:26][CH:27]=[O:28])([OH:25])[CH2:22]2)=[O:20])[CH:15]=[CH:16][C:17]=1[F:18]. The yield is 0.320.